Dataset: Full USPTO retrosynthesis dataset with 1.9M reactions from patents (1976-2016). Task: Predict the reactants needed to synthesize the given product. (1) The reactants are: BrC1C=NC2N=C(N3CC(NC)C3)C3N(C=NN=3)C=2C=1.BrC1C=NC2=NC(N3CC(N(C)C(=O)OC(C)(C)C)C3)=C(Cl)N=C2C=1.[Br:46][C:47]1[CH:73]=[N:72][C:50]2[N:51]=[C:52]([N:58]3[CH2:61][C:60]([N:63]([CH3:71])[C:64](=[O:70])[O:65]C(C)(C)C)(C)[CH2:59]3)[C:53]3[N:54]([CH:55]=[N:56][N:57]=3)[C:49]=2[CH:48]=1. Given the product [Br:46][C:47]1[CH:73]=[N:72][C:50]2[N:51]=[C:52]([N:58]3[CH2:61][CH:60]([N:63]([CH3:71])[C:64](=[O:65])[OH:70])[CH2:59]3)[C:53]3[N:54]([CH:55]=[N:56][N:57]=3)[C:49]=2[CH:48]=1, predict the reactants needed to synthesize it. (2) Given the product [NH2:29][C@H:30]([C:38]([OH:40])=[O:39])[CH2:31][CH2:32][CH2:33][NH:34][C:35](=[NH:36])[NH2:37].[O:1]1[CH2:6][CH2:5][N:4]([CH2:7][CH2:8][CH2:9][NH:10][C:11]2[CH:12]=[C:13]([CH2:17][CH:18]([O:22][CH2:23][CH3:24])[C:19]([OH:21])=[O:20])[CH:14]=[CH:15][CH:16]=2)[C:3]2[CH:25]=[CH:26][CH:27]=[CH:28][C:2]1=2, predict the reactants needed to synthesize it. The reactants are: [O:1]1[CH2:6][CH2:5][N:4]([CH2:7][CH2:8][CH2:9][NH:10][C:11]2[CH:12]=[C:13]([CH2:17][CH:18]([O:22][CH2:23][CH3:24])[C:19]([OH:21])=[O:20])[CH:14]=[CH:15][CH:16]=2)[C:3]2[CH:25]=[CH:26][CH:27]=[CH:28][C:2]1=2.[NH2:29][C@H:30]([C:38]([OH:40])=[O:39])[CH2:31][CH2:32][CH2:33][NH:34][C:35](=[NH:37])[NH2:36]. (3) Given the product [CH2:6]([N:13]([CH3:22])[CH2:14][CH2:15][C:16](=[O:17])[CH2:1][CH2:2][CH2:3][CH3:4])[C:7]1[CH:12]=[CH:11][CH:10]=[CH:9][CH:8]=1, predict the reactants needed to synthesize it. The reactants are: [CH2:1]([Li])[CH2:2][CH2:3][CH3:4].[CH2:6]([N:13]([CH3:22])[CH2:14][CH2:15][C:16](N(OC)C)=[O:17])[C:7]1[CH:12]=[CH:11][CH:10]=[CH:9][CH:8]=1.C(=O)(O)[O-].[Na+]. (4) Given the product [F:18][C:19]1[CH:20]=[C:21]2[C:25](=[CH:26][CH:27]=1)[CH2:24][N:23]([C:2]1[N:7]=[C:6]([NH:8][C:9]3[CH:10]=[C:11]4[C:15](=[CH:16][CH:17]=3)[NH:14][N:13]=[CH:12]4)[CH:5]=[CH:4][N:3]=1)[CH2:22]2, predict the reactants needed to synthesize it. The reactants are: Cl[C:2]1[N:7]=[C:6]([NH:8][C:9]2[CH:10]=[C:11]3[C:15](=[CH:16][CH:17]=2)[NH:14][N:13]=[CH:12]3)[CH:5]=[CH:4][N:3]=1.[F:18][C:19]1[CH:27]=[CH:26][C:25]2[C:21](=[CH:22][NH:23][CH:24]=2)[CH:20]=1.CCN(C(C)C)C(C)C. (5) Given the product [Cl:1][C:2]1[CH:7]=[CH:6][C:5](/[CH:8]=[CH:9]/[C:10]([N:29]2[CH2:28][CH2:27][CH:26]([N:23]3[CH:24]=[N:25][C:21]([CH3:20])=[N:22]3)[CH2:31][CH2:30]2)=[O:12])=[C:4]([CH2:13][N:14]2[N:18]=[N:17][C:16]([CH3:19])=[N:15]2)[CH:3]=1, predict the reactants needed to synthesize it. The reactants are: [Cl:1][C:2]1[CH:7]=[CH:6][C:5](/[CH:8]=[CH:9]/[C:10]([OH:12])=O)=[C:4]([CH2:13][N:14]2[N:18]=[N:17][C:16]([CH3:19])=[N:15]2)[CH:3]=1.[CH3:20][C:21]1[N:25]=[CH:24][N:23]([CH:26]2[CH2:31][CH2:30][NH:29][CH2:28][CH2:27]2)[N:22]=1.CCN(C(C)C)C(C)C.C(P1(=O)OP(CCC)(=O)OP(CCC)(=O)O1)CC. (6) Given the product [Cl:12][C:13]1[CH:14]=[CH:15][CH:16]=[C:17]([O:11][CH2:10][C:3]2[C:4]([CH3:8])([CH3:9])[CH2:5][CH2:6][CH2:7][C:2]=2[CH3:1])[CH:18]=1, predict the reactants needed to synthesize it. The reactants are: [CH3:1][C:2]1[CH2:7][CH2:6][CH2:5][C:4]([CH3:9])([CH3:8])[C:3]=1[CH2:10][OH:11].[Cl:12][C:13]1[CH:14]=[C:15](O)[CH:16]=[CH:17][CH:18]=1.C1(P(C2C=CC=CC=2)C2C=CC=CC=2)C=CC=CC=1.N(C(OCC)=O)=NC(OCC)=O. (7) Given the product [NH3:8].[Cl:15][C:16]1[N:17]=[C:18]([N:11]2[CH2:10][C@@H:9]3[CH2:14][C@H:12]2[CH2:13][N:8]3[C:6]([O:5][C:1]([CH3:4])([CH3:2])[CH3:3])=[O:7])[CH:19]=[N:20][CH:21]=1, predict the reactants needed to synthesize it. The reactants are: [C:1]([O:5][C:6]([N:8]1[CH2:13][C@@H:12]2[CH2:14][C@H:9]1[CH2:10][NH:11]2)=[O:7])([CH3:4])([CH3:3])[CH3:2].[Cl:15][C:16]1[CH:21]=[N:20][CH:19]=[C:18](Cl)[N:17]=1. (8) The reactants are: [C:12]([O:11][C:9](O[C:9]([O:11][C:12]([CH3:15])([CH3:14])[CH3:13])=[O:10])=[O:10])([CH3:15])([CH3:14])[CH3:13].[C:16]1([CH3:29])[CH:21]=[CH:20][CH:19]=[CH:18][C:17]=1[C:22]1[CH:27]=[CH:26][N:25]=[CH:24][C:23]=1[NH2:28].CCN(C(C)C)C(C)C. Given the product [C:9]([NH:28][C:23]1[CH:24]=[N:25][CH:26]=[CH:27][C:22]=1[C:17]1[CH:18]=[CH:19][CH:20]=[CH:21][C:16]=1[CH3:29])([O:11][C:12]([CH3:13])([CH3:14])[CH3:15])=[O:10], predict the reactants needed to synthesize it.